From a dataset of Forward reaction prediction with 1.9M reactions from USPTO patents (1976-2016). Predict the product of the given reaction. (1) The product is: [NH2:33][CH:30]1[CH2:31][CH2:32][N:28]([C:11]2[CH:16]=[C:15]([N:9]3[C@@H:6]4[CH2:7][CH2:8][C@H:2]3[CH2:3][CH2:4][CH2:5]4)[N:14]=[C:13]([NH2:18])[N:12]=2)[CH2:29]1. Given the reactants Cl.[C@H:2]12[NH:9][C@H:6]([CH2:7][CH2:8]1)[CH2:5][CH2:4][CH2:3]2.Cl[C:11]1[CH:16]=[C:15](Cl)[N:14]=[C:13]([NH2:18])[N:12]=1.CCN(C(C)C)C(C)C.[NH:28]1[CH2:32][CH2:31][CH:30]([NH:33]C(=O)OC(C)(C)C)[CH2:29]1, predict the reaction product. (2) Given the reactants [OH:1][CH:2]([CH2:6][CH2:7][CH2:8][CH2:9][CH2:10][CH2:11][C:12]1[CH:17]=[CH:16][CH:15]=[CH:14][CH:13]=1)[C:3](=N)[O-:4].[C:18](OCC)(=[O:20])C, predict the reaction product. The product is: [OH:1][CH:2]([CH2:6][CH2:7][CH2:8][CH2:9][CH2:10][CH2:11][C:12]1[CH:17]=[CH:16][CH:15]=[CH:14][CH:13]=1)[C:3]([O:20][CH3:18])=[O:4]. (3) Given the reactants [CH3:1][O:2][C:3]([C@H:5]1[CH2:10][CH2:9][C@H:8]([C:11]2[CH:15]=[C:14]([CH3:16])[O:13][N:12]=2)[CH2:7][CH2:6]1)=[O:4].[B-](F)(F)(F)[F:18].[B-](F)(F)(F)F.C1[N+]2(CCl)CC[N+](F)(CC2)C1, predict the reaction product. The product is: [CH3:1][O:2][C:3]([C@H:5]1[CH2:6][CH2:7][C@H:8]([C:11]2[C:15]([F:18])=[C:14]([CH3:16])[O:13][N:12]=2)[CH2:9][CH2:10]1)=[O:4]. (4) The product is: [Cl:1][C:2]1[CH:3]=[C:4]([NH:8][C:9]2[C:14]3[CH:15]=[CH:16][N:17]([CH3:18])[C:13]=3[C:12]([C:19]([N:34]3[CH2:39][CH2:38][O:37][CH2:36][CH2:35]3)=[O:20])=[CH:11][N:10]=2)[CH:5]=[CH:6][CH:7]=1. Given the reactants [Cl:1][C:2]1[CH:3]=[C:4]([NH:8][C:9]2[C:14]3[CH:15]=[CH:16][N:17]([CH3:18])[C:13]=3[C:12]([C:19](O)=[O:20])=[CH:11][N:10]=2)[CH:5]=[CH:6][CH:7]=1.ON1C2C=CC=CC=2N=N1.C([N:34]1[CH2:39][CH2:38][O:37][CH2:36][CH2:35]1)C.Cl.C(N=C=NCCCN(C)C)C.N1CCOCC1, predict the reaction product. (5) Given the reactants [Cl:1][C:2]1[CH:3]=[CH:4][C:5]([NH:12][C:13]2[CH:14]=[C:15]3[C:19](=[CH:20][CH:21]=2)[N:18]([C:22]2[CH:27]=[CH:26][N:25]=[C:24](S(C)=O)[N:23]=2)[CH:17]=[CH:16]3)=[C:6]([CH:11]=1)[C:7]([O:9][CH3:10])=[O:8].C(N(CC)CC)C.[NH:38]1[CH2:43][CH2:42][O:41][CH2:40][CH2:39]1, predict the reaction product. The product is: [Cl:1][C:2]1[CH:3]=[CH:4][C:5]([NH:12][C:13]2[CH:14]=[C:15]3[C:19](=[CH:20][CH:21]=2)[N:18]([C:22]2[CH:27]=[CH:26][N:25]=[C:24]([N:38]4[CH2:43][CH2:42][O:41][CH2:40][CH2:39]4)[N:23]=2)[CH:17]=[CH:16]3)=[C:6]([CH:11]=1)[C:7]([O:9][CH3:10])=[O:8].